Dataset: In vitro SARS-CoV-2 activity screen of 1,480 approved drugs from Prestwick library. Task: Binary Classification. Given a drug SMILES string, predict its activity (active/inactive) in a high-throughput screening assay against a specified biological target. (1) The drug is Cl.Cl.OCCOCCN1CCN(C(c2ccccc2)c2ccc(Cl)cc2)CC1. The result is 0 (inactive). (2) The molecule is COC(=O)Nc1nc2ccc(C(=O)c3ccc(F)cc3)cc2[nH]1. The result is 0 (inactive).